This data is from Forward reaction prediction with 1.9M reactions from USPTO patents (1976-2016). The task is: Predict the product of the given reaction. (1) The product is: [Cl:33][C:30]1[CH:31]=[CH:32][C:27]([NH:26][C:15]2[C:14]3[C:9](=[O:8])[NH:10][CH:11]=[CH:12][C:13]=3[N:17]([C@@H:18]3[C@@H:23]([C:24]#[N:25])[CH2:22][CH2:21][O:20][CH2:19]3)[N:16]=2)=[CH:28][C:29]=1[S:34][CH3:35]. Given the reactants C([O:8][C:9]1[C:14]2[C:15]([NH:26][C:27]3[CH:32]=[CH:31][C:30]([Cl:33])=[C:29]([S:34][CH3:35])[CH:28]=3)=[N:16][N:17]([C@@H:18]3[C@@H:23]([C:24]#[N:25])[CH2:22][CH2:21][O:20][CH2:19]3)[C:13]=2[CH:12]=[CH:11][N:10]=1)C1C=CC=CC=1.C(Cl)Cl.C(O)(C(F)(F)F)=O, predict the reaction product. (2) Given the reactants Cl.[NH2:2][C:3]1[C:4]([C:13]([NH:15][C@@H:16]([C@H:21]2[CH2:26][CH2:25][C@H:24]([C:27]([CH3:30])([CH3:29])[CH3:28])[CH2:23][CH2:22]2)[C:17]([O:19][CH3:20])=[O:18])=[O:14])=[CH:5][C:6]2[C:11]([CH:12]=1)=[CH:10][CH:9]=[CH:8][CH:7]=2.[Cl:31][C:32]1[CH:37]=[C:36]([Cl:38])[CH:35]=[C:34]([Cl:39])[C:33]=1[N:40]=[C:41]=[O:42].CCCCCC.C(OCC)(=O)C, predict the reaction product. The product is: [CH3:28][C:27]([C@H:24]1[CH2:23][CH2:22][C@H:21]([C@H:16]([NH:15][C:13]([C:4]2[C:3]([NH:2][C:41]([NH:40][C:33]3[C:34]([Cl:39])=[CH:35][C:36]([Cl:38])=[CH:37][C:32]=3[Cl:31])=[O:42])=[CH:12][C:11]3[C:6](=[CH:7][CH:8]=[CH:9][CH:10]=3)[CH:5]=2)=[O:14])[C:17]([O:19][CH3:20])=[O:18])[CH2:26][CH2:25]1)([CH3:30])[CH3:29].